This data is from Full USPTO retrosynthesis dataset with 1.9M reactions from patents (1976-2016). The task is: Predict the reactants needed to synthesize the given product. (1) Given the product [CH2:4]([N:1]1[CH:16]=[C:15]([C:13]([OH:17])([CH3:14])[CH3:12])[N:3]=[N:2]1)[CH2:5][C:6]1[CH:11]=[CH:10][CH:9]=[CH:8][CH:7]=1, predict the reactants needed to synthesize it. The reactants are: [N:1]([CH2:4][CH2:5][C:6]1[CH:11]=[CH:10][CH:9]=[CH:8][CH:7]=1)=[N+:2]=[N-:3].[CH3:12][C:13]([OH:17])([C:15]#[CH:16])[CH3:14]. (2) Given the product [CH2:1]([O:3][C:4]([C:6]1[S:7][C:8]([S:31][CH3:32])=[C:9]([S:11]([C:14]2[CH:15]=[C:16]([C:25]3[CH:26]=[CH:27][CH:28]=[CH:29][CH:30]=3)[CH:17]=[C:18]([OH:20])[CH:19]=2)(=[O:13])=[O:12])[CH:10]=1)=[O:5])[CH3:2], predict the reactants needed to synthesize it. The reactants are: [CH2:1]([O:3][C:4]([C:6]1[S:7][C:8]([S:31][CH3:32])=[C:9]([S:11]([C:14]2[CH:15]=[C:16]([C:25]3[CH:30]=[CH:29][CH:28]=[CH:27][CH:26]=3)[CH:17]=[C:18]([O:20]C(C)(C)C)[CH:19]=2)(=[O:13])=[O:12])[CH:10]=1)=[O:5])[CH3:2]. (3) Given the product [CH:1]([C:3]1[CH:4]=[C:5]([CH:13]=[CH:14][CH:15]=1)[O:6][CH2:7][C:8]([OH:10])=[O:9])=[O:2], predict the reactants needed to synthesize it. The reactants are: [CH:1]([C:3]1[CH:4]=[C:5]([CH:13]=[CH:14][CH:15]=1)[O:6][CH2:7][C:8]([O:10]CC)=[O:9])=[O:2].[OH-].[Na+].Cl. (4) Given the product [CH3:15][O:14][CH2:13][CH2:12][O:11][C:3]1[CH:4]=[C:5]([N+:8]([O-:10])=[O:9])[CH:6]=[CH:7][C:2]=1[N:20]1[CH2:21][CH2:22][N:17]([CH3:16])[CH2:18][CH2:19]1, predict the reactants needed to synthesize it. The reactants are: Cl[C:2]1[CH:7]=[CH:6][C:5]([N+:8]([O-:10])=[O:9])=[CH:4][C:3]=1[O:11][CH2:12][CH2:13][O:14][CH3:15].[CH3:16][N:17]1[CH2:22][CH2:21][NH:20][CH2:19][CH2:18]1.C([O-])(O)=O.[Na+]. (5) Given the product [S:24]1[C:28]([NH:29][C:2]2[CH:7]=[C:6]([Cl:8])[N:5]=[C:4]([S:9][C:10]3[CH:15]=[CH:14][C:13]([NH:16][CH2:17][CH2:18][C:19]([F:22])([F:21])[F:20])=[CH:12][CH:11]=3)[N:3]=2)=[N:27][CH:26]=[N:25]1, predict the reactants needed to synthesize it. The reactants are: Cl[C:2]1[CH:7]=[C:6]([Cl:8])[N:5]=[C:4]([S:9][C:10]2[CH:15]=[CH:14][C:13]([NH:16][C:17](=O)[CH2:18][C:19]([F:22])([F:21])[F:20])=[CH:12][CH:11]=2)[N:3]=1.[S:24]1[C:28]([NH2:29])=[N:27][CH:26]=[N:25]1.CC1(C)C2C(=C(P(C3C=CC=CC=3)C3C=CC=CC=3)C=CC=2)OC2C(P(C3C=CC=CC=3)C3C=CC=CC=3)=CC=CC1=2.C(=O)([O-])[O-].[Na+].[Na+]. (6) The reactants are: Cl.[CH:2]1([C@H:8]2[CH2:13][NH:12][CH2:11][C@@H:10]([CH2:14][C:15]([O:17][CH3:18])=[O:16])[CH2:9]2)[CH2:7][CH2:6][CH2:5][CH2:4][CH2:3]1.Cl[C:20]1[N:25]=[C:24]([NH:26][C:27]2[NH:31][N:30]=[C:29]([CH:32]3[CH2:34][CH2:33]3)[CH:28]=2)[CH:23]=[C:22]([CH3:35])[N:21]=1.ClC1N=C(NC2NN=CC=2)C=C(C)N=1. Given the product [CH:2]1([C@H:8]2[CH2:13][N:12]([C:20]3[N:25]=[C:24]([NH:26][C:27]4[NH:31][N:30]=[C:29]([CH:32]5[CH2:34][CH2:33]5)[CH:28]=4)[CH:23]=[C:22]([CH3:35])[N:21]=3)[CH2:11][C@@H:10]([CH2:14][C:15]([O:17][CH3:18])=[O:16])[CH2:9]2)[CH2:3][CH2:4][CH2:5][CH2:6][CH2:7]1, predict the reactants needed to synthesize it. (7) Given the product [CH:16]([S:19][C:20]1[CH:36]=[CH:35][C:34]([N+:37]([O-:39])=[O:38])=[CH:33][C:21]=1[C@H:22]([NH:23][S@:24]([C:26]1[CH:27]=[CH:28][C:29]([CH3:32])=[CH:30][CH:31]=1)=[O:25])[CH2:12][C:11]([O:14][CH3:15])=[O:13])([CH3:18])[CH3:17], predict the reactants needed to synthesize it. The reactants are: C[Si]([N-][Si](C)(C)C)(C)C.[Na+].[C:11]([O:14][CH3:15])(=[O:13])[CH3:12].[CH:16]([S:19][C:20]1[CH:36]=[CH:35][C:34]([N+:37]([O-:39])=[O:38])=[CH:33][C:21]=1/[CH:22]=[N:23]/[S@:24]([C:26]1[CH:31]=[CH:30][C:29]([CH3:32])=[CH:28][CH:27]=1)=[O:25])([CH3:18])[CH3:17]. (8) Given the product [CH3:19][O:18][CH:15]1[CH2:16][CH2:17][N:13]([C:9]2[CH:8]=[C:7]([S:20]([O-:22])=[O:21])[CH:12]=[CH:11][CH:10]=2)[CH2:14]1.[Li+:5], predict the reactants needed to synthesize it. The reactants are: C([Li:5])CCC.Br[C:7]1[CH:8]=[C:9]([N:13]2[CH2:17][CH2:16][CH:15]([O:18][CH3:19])[CH2:14]2)[CH:10]=[CH:11][CH:12]=1.[S:20](=[O:22])=[O:21]. (9) Given the product [CH3:15][O:14][CH2:18][O:13][CH2:12][C:10]1[N:11]=[C:7]([C:1]2[CH:2]=[CH:3][CH:4]=[CH:5][CH:6]=2)[O:8][CH:9]=1, predict the reactants needed to synthesize it. The reactants are: [C:1]1([C:7]2[O:8][CH:9]=[C:10]([CH2:12][OH:13])[N:11]=2)[CH:6]=[CH:5][CH:4]=[CH:3][CH:2]=1.[O:14]1[CH2:18]CC[CH2:15]1.[H-].[Na+].COCCl. (10) Given the product [Cl:1][C:2]1[C:3]([NH:23][CH2:22][CH2:21][O:14][C:15]2[CH:20]=[CH:19][CH:18]=[CH:17][CH:16]=2)=[N:4][CH:5]=[C:6]([CH:12]=1)[C:7]([O:9][CH2:10][CH3:11])=[O:8], predict the reactants needed to synthesize it. The reactants are: [Cl:1][C:2]1[C:3](Cl)=[N:4][CH:5]=[C:6]([CH:12]=1)[C:7]([O:9][CH2:10][CH3:11])=[O:8].[O:14]([CH2:21][CH2:22][NH2:23])[C:15]1[CH:20]=[CH:19][CH:18]=[CH:17][CH:16]=1.C(=O)([O-])[O-].[K+].[K+].CCOC(C)=O.